From a dataset of Forward reaction prediction with 1.9M reactions from USPTO patents (1976-2016). Predict the product of the given reaction. (1) Given the reactants [ClH:1].[Br:2][C:3]1[CH:4]=[N:5][CH:6]=[CH:7][C:8]=1[CH2:9][O:10][C:11]1[CH:12]=[N:13][C:14]([N:17]2[CH2:22][CH2:21][N:20](C(OC(C)(C)C)=O)[CH2:19][C@H:18]2[CH3:30])=[N:15][CH:16]=1, predict the reaction product. The product is: [ClH:1].[ClH:1].[Br:2][C:3]1[CH:4]=[N:5][CH:6]=[CH:7][C:8]=1[CH2:9][O:10][C:11]1[CH:12]=[N:13][C:14]([N:17]2[CH2:22][CH2:21][NH:20][CH2:19][C@H:18]2[CH3:30])=[N:15][CH:16]=1. (2) The product is: [ClH:16].[CH3:32][C:29]1[CH:30]=[CH:31][C:26]2[NH:25][C:24](=[O:33])[N:23]([CH:20]3[CH2:21][CH2:22][N:17]([C@H:7]4[CH2:6][CH2:5][C@H:4]([O:3][C:2]([F:1])([F:14])[F:15])[CH2:13][CH2:12]4)[CH2:18][CH2:19]3)[C:27]=2[CH:28]=1. Given the reactants [F:1][C:2]([F:15])([F:14])[O:3][CH:4]1[CH2:13][CH2:12][C:7]2(OCCO2)[CH2:6][CH2:5]1.[ClH:16].[NH:17]1[CH2:22][CH2:21][CH:20]([N:23]2[C:27]3[CH:28]=[C:29]([CH3:32])[CH:30]=[CH:31][C:26]=3[NH:25][C:24]2=[O:33])[CH2:19][CH2:18]1.C(O)(=O)C, predict the reaction product. (3) Given the reactants [OH:1][C:2]1([C:12]2[CH:19]=[CH:18][C:15]([C:16]#[N:17])=[CH:14][CH:13]=2)[CH2:11][CH2:10][C:5]2(OCC[O:6]2)[CH2:4][CH2:3]1.C([O-])(O)=O.[Na+].C(OCC)(=O)C.CCCCCC, predict the reaction product. The product is: [OH:1][C:2]1([C:12]2[CH:13]=[CH:14][C:15]([C:16]#[N:17])=[CH:18][CH:19]=2)[CH2:3][CH2:4][C:5](=[O:6])[CH2:10][CH2:11]1. (4) Given the reactants [O:1]1[CH2:4][CH:3]([OH:5])[CH2:2]1.[I:6][C:7]1[CH:14]=[CH:13][C:10]([CH2:11]Br)=[CH:9][CH:8]=1.[H-].[Na+].Cl, predict the reaction product. The product is: [I:6][C:7]1[CH:14]=[CH:13][C:10]([CH2:11][O:5][CH:3]2[CH2:4][O:1][CH2:2]2)=[CH:9][CH:8]=1. (5) Given the reactants [O:1]1[C:5]2[CH:6]=[CH:7][C:8]([CH2:10][CH2:11][CH2:12][C:13](=[O:22])[CH2:14][C:15](=O)[C:16]([O:18]CC)=[O:17])=[CH:9][C:4]=2[O:3][CH2:2]1.Cl.[NH2:24]O.O.[OH-].[K+], predict the reaction product. The product is: [O:1]1[C:5]2[CH:6]=[CH:7][C:8]([CH2:10][CH2:11][CH2:12][C:13]3[O:22][N:24]=[C:15]([C:16]([OH:18])=[O:17])[CH:14]=3)=[CH:9][C:4]=2[O:3][CH2:2]1. (6) Given the reactants CCN(CC)CC.[Cl:8][C:9]1[CH:10]=[N:11][CH:12]=[CH:13][C:14]=1[C:15]([OH:17])=O.CCN=C=NCCCN(C)C.C1C=CC2N(O)N=NC=2C=1.[CH3:39][NH:40][O:41][CH3:42].Cl, predict the reaction product. The product is: [Cl:8][C:9]1[CH:10]=[N:11][CH:12]=[CH:13][C:14]=1[C:15]([N:40]([CH3:39])[O:41][CH3:42])=[O:17]. (7) Given the reactants [CH2:1]([NH:3][C:4]([NH:6][C:7]1[N:12]=[CH:11][C:10]([C:13]2[CH:14]=[N:15][CH:16]=[C:17]([C:19]([NH:21][NH2:22])=[O:20])[CH:18]=2)=[C:9]([CH2:23][OH:24])[CH:8]=1)=[O:5])[CH3:2].C1N=CN([C:30](N2C=NC=C2)=[O:31])C=1.CCN(C(C)C)C(C)C.[OH-].[Na+].Cl, predict the reaction product. The product is: [CH2:1]([NH:3][C:4]([NH:6][C:7]1[N:12]=[CH:11][C:10]([C:13]2[CH:14]=[N:15][CH:16]=[C:17]([C:19]3[O:20][C:30](=[O:31])[NH:22][N:21]=3)[CH:18]=2)=[C:9]([CH2:23][OH:24])[CH:8]=1)=[O:5])[CH3:2]. (8) Given the reactants [ClH:1].C(OC([N:9]1[C@H:13]([C:14]2[CH:19]=[CH:18][CH:17]=[CH:16][CH:15]=2)[C@H:12]([C:20]2[CH:25]=[CH:24][CH:23]=[CH:22][CH:21]=2)[N:11]=[C:10]1[NH:26][CH2:27][C:28]1[CH:33]=[CH:32][C:31]([F:34])=[CH:30][CH:29]=1)=O)(C)(C)C, predict the reaction product. The product is: [ClH:1].[C:14]1([C@H:13]2[C@@H:12]([C:20]3[CH:25]=[CH:24][CH:23]=[CH:22][CH:21]=3)[NH:11][C:10]([NH:26][CH2:27][C:28]3[CH:29]=[CH:30][C:31]([F:34])=[CH:32][CH:33]=3)=[N:9]2)[CH:15]=[CH:16][CH:17]=[CH:18][CH:19]=1. (9) Given the reactants [CH2:1]([O:3][C:4]([C@@H:6]1[N:10]([CH3:11])[C:9](=[O:12])[CH2:8][C@@H:7]1[C:13]1[CH:18]=[CH:17][C:16](N)=[CH:15][CH:14]=1)=[O:5])[CH3:2].N([O-])=[O:21].[Na+].OS(O)(=O)=O, predict the reaction product. The product is: [CH2:1]([O:3][C:4]([C@@H:6]1[N:10]([CH3:11])[C:9](=[O:12])[CH2:8][C@@H:7]1[C:13]1[CH:18]=[CH:17][C:16]([OH:21])=[CH:15][CH:14]=1)=[O:5])[CH3:2]. (10) Given the reactants [CH3:1][O:2][C:3]1[CH:4]=[C:5]2[C:10](=[CH:11][C:12]=1[O:13][CH3:14])[N:9]=[CH:8][CH:7]=[C:6]2[O:15][C:16]1[CH:21]=[CH:20][C:19]([NH2:22])=[CH:18][C:17]=1[CH3:23].[F:24][C:25]1[CH:30]=[CH:29][C:28]([N:31]2[C:36](=[O:37])[C:35]([C:38](O)=[O:39])=[CH:34][NH:33][C:32]2=[O:41])=[CH:27][CH:26]=1, predict the reaction product. The product is: [CH3:1][O:2][C:3]1[CH:4]=[C:5]2[C:10](=[CH:11][C:12]=1[O:13][CH3:14])[N:9]=[CH:8][CH:7]=[C:6]2[O:15][C:16]1[CH:21]=[CH:20][C:19]([NH:22][C:38]([C:35]2[C:36](=[O:37])[N:31]([C:28]3[CH:29]=[CH:30][C:25]([F:24])=[CH:26][CH:27]=3)[C:32](=[O:41])[NH:33][CH:34]=2)=[O:39])=[CH:18][C:17]=1[CH3:23].